From a dataset of Forward reaction prediction with 1.9M reactions from USPTO patents (1976-2016). Predict the product of the given reaction. (1) Given the reactants [CH3:1][O:2][C:3]1[C:4]2[N:5]([N:15]=[CH:16][CH:17]=2)[CH:6]=[C:7](C2C=CC=CC=2)[CH:8]=1.C1C(=O)N([I:25])C(=O)C1.C(OCC)(=O)C.O, predict the reaction product. The product is: [I:25][C:17]1[CH:16]=[N:15][N:5]2[CH:6]=[CH:7][CH:8]=[C:3]([O:2][CH3:1])[C:4]=12. (2) Given the reactants [CH2:1]([O:3][C:4]1[CH:9]=[CH:8][N+:7]([O-])=[CH:6][CH:5]=1)[CH3:2].CC(OC(C)=O)=[O:13], predict the reaction product. The product is: [CH2:1]([O:3][C:4]1[CH:9]=[CH:8][N:7]=[C:6]([OH:13])[CH:5]=1)[CH3:2].